This data is from Catalyst prediction with 721,799 reactions and 888 catalyst types from USPTO. The task is: Predict which catalyst facilitates the given reaction. Reactant: [Cl:1][C:2]1[CH:24]=[CH:23][C:5]([O:6][CH2:7][CH:8]2[CH2:13][NH:12][CH2:11][CH2:10][N:9]2[C:14]2[CH:19]=[CH:18][C:17]([CH:20]([CH3:22])[CH3:21])=[CH:16][CH:15]=2)=[CH:4][CH:3]=1.Cl.C(OCC)(=O)C. Product: [ClH:1].[Cl:1][C:2]1[CH:24]=[CH:23][C:5]([O:6][CH2:7][CH:8]2[CH2:13][NH:12][CH2:11][CH2:10][N:9]2[C:14]2[CH:19]=[CH:18][C:17]([CH:20]([CH3:21])[CH3:22])=[CH:16][CH:15]=2)=[CH:4][CH:3]=1. The catalyst class is: 13.